From a dataset of Reaction yield outcomes from USPTO patents with 853,638 reactions. Predict the reaction yield, written as a fraction of the theoretical maximum amount of product (1.0 means a 100% yield; for example, 0.34 means a 34% yield). (1) The reactants are [CH2:1]1[CH:9]2[N:4]([CH2:5][CH2:6][C:7](=O)[CH2:8]2)[CH2:3][CH2:2]1.Cl.[Br:12][C:13]1[CH:14]=[C:15]([NH:19]N)[CH:16]=[CH:17][CH:18]=1.C(O)C. The catalyst is Cl. The product is [Br:12][C:13]1[CH:14]=[C:15]2[C:16]([C:6]3[CH2:5][N:4]4[CH:9]([CH2:1][CH2:2][CH2:3]4)[CH2:8][C:7]=3[NH:19]2)=[CH:17][CH:18]=1. The yield is 0.260. (2) The reactants are Cl.[O:2]1[CH2:7][CH2:6][N:5]([CH2:8][C:9]2[CH:10]=[N:11][C:12]3[C:17]([CH:18]=2)=[CH:16][C:15]([S:19][C:20]2[N:24]4[CH:25]=[C:26]([C:29](=O)[CH3:30])[CH:27]=[CH:28][C:23]4=[N:22][N:21]=2)=[CH:14][CH:13]=3)[CH2:4][CH2:3]1.[NH2:32][O:33][CH2:34][CH2:35][OH:36]. The catalyst is CO.Cl. The product is [OH:36][CH2:35][CH2:34][O:33]/[N:32]=[C:29](/[C:26]1[CH:27]=[CH:28][C:23]2[N:24]([C:20]([S:19][C:15]3[CH:16]=[C:17]4[C:12](=[CH:13][CH:14]=3)[N:11]=[CH:10][C:9]([CH2:8][N:5]3[CH2:6][CH2:7][O:2][CH2:3][CH2:4]3)=[CH:18]4)=[N:21][N:22]=2)[CH:25]=1)\[CH3:30]. The yield is 0.542. (3) The reactants are C([Si]([O:8]/[C:9](/[C:14]1[CH:19]=[CH:18][CH:17]=[C:16]([Cl:20])[CH:15]=1)=[CH:10]\[CH2:11][CH2:12][CH3:13])(C)C)(C)(C)C.CC[C@@H]1[C@@H]2C[C@H]([C@@H](OC3C4C(=CC=CC=4)C(O[C@@H](C4C=CN=C5C=4C=C(OC)C=C5)[C@@H]4N5C[C@H](CC)[C@@H](CC5)C4)=NN=3)C3C=CN=C4C=3C=C([O:42]C)C=C4)N(CC2)C1.CS(N)(=O)=O. The catalyst is C(O)(C)(C)C.O. The product is [Cl:20][C:16]1[CH:15]=[C:14]([C:9](=[O:8])[C@H:10]([OH:42])[CH2:11][CH2:12][CH3:13])[CH:19]=[CH:18][CH:17]=1. The yield is 0.770. (4) The reactants are [Cl:1][C:2]1[N:3]([C:11]2[CH:16]=[CH:15][C:14]([O:17]C)=[CH:13][CH:12]=2)[N:4]=[C:5]2[C:10]=1[CH:9]=[CH:8][CH:7]=[CH:6]2.B(Br)(Br)Br. The catalyst is C(Cl)Cl. The product is [Cl:1][C:2]1[N:3]([C:11]2[CH:16]=[CH:15][C:14]([OH:17])=[CH:13][CH:12]=2)[N:4]=[C:5]2[C:10]=1[CH:9]=[CH:8][CH:7]=[CH:6]2. The yield is 0.990.